This data is from Cav3 T-type calcium channel HTS with 100,875 compounds. The task is: Binary Classification. Given a drug SMILES string, predict its activity (active/inactive) in a high-throughput screening assay against a specified biological target. The drug is O=c1n2CCN(c2nc(N2CCCCC2)n1)C. The result is 0 (inactive).